This data is from Catalyst prediction with 721,799 reactions and 888 catalyst types from USPTO. The task is: Predict which catalyst facilitates the given reaction. (1) Reactant: [NH2:1][C:2]1[N:10]=[C:9]([O:11][CH2:12][CH2:13][CH2:14][CH3:15])[N:8]=[C:7]2[C:3]=1[N:4]=[CH:5][N:6]2[CH2:16][C:17]1[CH:18]=[C:19]([CH2:23][P:24]([CH3:29])(=[O:28])[O:25][CH2:26][CH3:27])[CH:20]=[CH:21][CH:22]=1.[Br:30]Br. Product: [NH2:1][C:2]1[N:10]=[C:9]([O:11][CH2:12][CH2:13][CH2:14][CH3:15])[N:8]=[C:7]2[C:3]=1[N:4]=[C:5]([Br:30])[N:6]2[CH2:16][C:17]1[CH:18]=[C:19]([CH2:23][P:24]([CH3:29])(=[O:28])[O:25][CH2:26][CH3:27])[CH:20]=[CH:21][CH:22]=1. The catalyst class is: 22. (2) Reactant: [Cl:1][C:2]1[C:3]([F:28])=[C:4]([CH:8]2[C:12]([C:15]3[CH:20]=[CH:19][C:18]([Cl:21])=[CH:17][C:16]=3[F:22])([C:13]#[N:14])[CH:11]([CH2:23][C:24]([CH3:27])([CH3:26])[CH3:25])[CH2:10][NH:9]2)[CH:5]=[CH:6][CH:7]=1.[C:29]([C:31]1[CH:39]=[CH:38][C:34]([C:35](O)=[O:36])=[CH:33][CH:32]=1)#[N:30].CN(C(ON1N=NC2C=CC=NC1=2)=[N+](C)C)C.F[P-](F)(F)(F)(F)F.CCN(C(C)C)C(C)C. Product: [Cl:1][C:2]1[C:3]([F:28])=[C:4]([CH:8]2[C:12]([C:15]3[CH:20]=[CH:19][C:18]([Cl:21])=[CH:17][C:16]=3[F:22])([C:13]#[N:14])[CH:11]([CH2:23][C:24]([CH3:25])([CH3:27])[CH3:26])[CH2:10][N:9]2[C:35](=[O:36])[C:34]2[CH:38]=[CH:39][C:31]([C:29]#[N:30])=[CH:32][CH:33]=2)[CH:5]=[CH:6][CH:7]=1. The catalyst class is: 2. (3) Reactant: C([O:8][C:9](=[O:17])[CH2:10][N:11]1[CH:15]=[N:14][C:13]([CH3:16])=[N:12]1)C1C=CC=CC=1. Product: [CH3:16][C:13]1[N:14]=[CH:15][N:11]([CH2:10][C:9]([OH:17])=[O:8])[N:12]=1. The catalyst class is: 14.